Dataset: Forward reaction prediction with 1.9M reactions from USPTO patents (1976-2016). Task: Predict the product of the given reaction. (1) Given the reactants [N:1]1([C:7]([N:9]2[CH2:14][CH:13]([C:15]3[CH:20]=[CH:19][C:18]([O:21][C:22]([F:25])([F:24])[F:23])=[CH:17][CH:16]=3)[CH2:12][CH:11]([C:26]([OH:28])=O)[CH2:10]2)=[O:8])[CH2:6][CH2:5][O:4][CH2:3][CH2:2]1.[F:29][C:30]1[CH:35]=[CH:34][CH:33]=[C:32]([F:36])[C:31]=1[C:37](=[N:39]O)[NH2:38], predict the reaction product. The product is: [F:29][C:30]1[CH:35]=[CH:34][CH:33]=[C:32]([F:36])[C:31]=1[C:37]1[N:39]=[C:26]([CH:11]2[CH2:12][CH:13]([C:15]3[CH:20]=[CH:19][C:18]([O:21][C:22]([F:25])([F:24])[F:23])=[CH:17][CH:16]=3)[CH2:14][N:9]([C:7]([N:1]3[CH2:6][CH2:5][O:4][CH2:3][CH2:2]3)=[O:8])[CH2:10]2)[O:28][N:38]=1. (2) Given the reactants Br[C:2]1[CH:22]=[CH:21][CH:20]=[CH:19][C:3]=1[CH2:4][N:5]([CH:16]1[CH2:18][CH2:17]1)[C:6]([C:8]1[C:9]([CH3:15])=[N:10][N:11]([CH3:14])[C:12]=1[F:13])=[O:7].[C:23]1(B(O)O)[CH:28]=[CH:27][CH:26]=[CH:25][CH:24]=1.[C:32](=O)([O-])[O-].[K+].[K+].CCCCCCC.C(OCC)(=O)C, predict the reaction product. The product is: [C:2]1([C:23]2[CH:28]=[CH:27][CH:26]=[CH:25][CH:24]=2)[CH:22]=[CH:21][CH:20]=[CH:19][C:3]=1[CH:4]([N:5]([CH:16]1[CH2:18][CH2:17]1)[C:6]([C:8]1[C:9]([CH3:15])=[N:10][N:11]([CH3:14])[C:12]=1[F:13])=[O:7])[CH3:32]. (3) Given the reactants [H-].[Na+].C1C[O:6]CC1.[Cl:8][C:9]1[CH:16]=[CH:15][CH:14]=[C:13]([F:17])[C:10]=1[CH:11]=O.[N+:18]([CH2:20][C:21]([O:23][CH3:24])=[O:22])#[C-:19], predict the reaction product. The product is: [CH3:24][O:23][C:21](=[O:22])[C:20]([NH:18][CH:19]=[O:6])=[CH:11][C:10]1[C:13]([F:17])=[CH:14][CH:15]=[CH:16][C:9]=1[Cl:8]. (4) Given the reactants [Cl:1][C:2]1[CH:7]=[CH:6][CH:5]=[CH:4][C:3]=1[C:8]1[CH:13]=[CH:12][N:11]=[CH:10][C:9]=1[NH:14][CH:15]1[CH2:17][CH2:16]1.[F:18][C:19]([F:34])([F:33])[C:20]1[CH:21]=[C:22]([CH:26]=[C:27]([C:29]([F:32])([F:31])[F:30])[CH:28]=1)[C:23](Cl)=[O:24], predict the reaction product. The product is: [Cl:1][C:2]1[CH:7]=[CH:6][CH:5]=[CH:4][C:3]=1[C:8]1[CH:13]=[CH:12][N:11]=[CH:10][C:9]=1[N:14]([CH:15]1[CH2:17][CH2:16]1)[C:23](=[O:24])[C:22]1[CH:26]=[C:27]([C:29]([F:30])([F:31])[F:32])[CH:28]=[C:20]([C:19]([F:18])([F:33])[F:34])[CH:21]=1.